The task is: Regression. Given two drug SMILES strings and cell line genomic features, predict the synergy score measuring deviation from expected non-interaction effect.. This data is from NCI-60 drug combinations with 297,098 pairs across 59 cell lines. Drug 1: C1CC(=O)NC(=O)C1N2CC3=C(C2=O)C=CC=C3N. Drug 2: CCCCC(=O)OCC(=O)C1(CC(C2=C(C1)C(=C3C(=C2O)C(=O)C4=C(C3=O)C=CC=C4OC)O)OC5CC(C(C(O5)C)O)NC(=O)C(F)(F)F)O. Cell line: SK-MEL-5. Synergy scores: CSS=-0.167, Synergy_ZIP=1.67, Synergy_Bliss=0.765, Synergy_Loewe=0.735, Synergy_HSA=-0.222.